This data is from Forward reaction prediction with 1.9M reactions from USPTO patents (1976-2016). The task is: Predict the product of the given reaction. (1) Given the reactants [CH2:1]([O:7][C:8]1[CH:13]=[C:12]([C:14]2[O:15][C:16]3[CH:22]=[CH:21][CH:20]=[C:19]([CH3:23])[C:17]=3[N:18]=2)[C:11]([O:24][CH2:25][CH2:26][CH2:27][CH2:28][CH2:29][CH3:30])=[CH:10][C:9]=1[C:31]1[O:32][C:33]2[CH:39]=[CH:38][C:37]([C:40]([CH3:43])([CH3:42])[CH3:41])=[CH:36][C:34]=2[N:35]=1)[CH2:2][CH2:3][CH2:4][CH2:5][CH3:6].[Br:44]N1C(=O)CCC1=O.CC(N=NC(C#N)(C)C)(C#N)C, predict the reaction product. The product is: [Br:44][CH2:23][C:19]1[C:17]2[N:18]=[C:14]([C:12]3[CH:13]=[C:8]([O:7][CH2:1][CH2:2][CH2:3][CH2:4][CH2:5][CH3:6])[C:9]([C:31]4[O:32][C:33]5[CH:39]=[CH:38][C:37]([C:40]([CH3:41])([CH3:43])[CH3:42])=[CH:36][C:34]=5[N:35]=4)=[CH:10][C:11]=3[O:24][CH2:25][CH2:26][CH2:27][CH2:28][CH2:29][CH3:30])[O:15][C:16]=2[CH:22]=[CH:21][CH:20]=1. (2) Given the reactants Cl[C:2]1[N:7]=[C:6]([NH:8][C@@H:9]2[CH2:14][CH2:13][CH2:12][CH2:11][C@H:10]2[NH:15][S:16]([CH3:19])(=[O:18])=[O:17])[C:5]([Cl:20])=[CH:4][N:3]=1.[NH2:21][C:22]1[CH:23]=[CH:24][C:25]2[CH2:31][CH2:30][C:29](=[O:32])[CH2:28][CH2:27][C:26]=2[CH:33]=1.C(O)(C)C, predict the reaction product. The product is: [Cl:20][C:5]1[C:6]([NH:8][C@@H:9]2[CH2:14][CH2:13][CH2:12][CH2:11][C@H:10]2[NH:15][S:16]([CH3:19])(=[O:18])=[O:17])=[N:7][C:2]([NH:21][C:22]2[CH:23]=[CH:24][C:25]3[CH2:31][CH2:30][C:29](=[O:32])[CH2:28][CH2:27][C:26]=3[CH:33]=2)=[N:3][CH:4]=1. (3) Given the reactants [NH:1]1[CH:5]=[CH:4][N:3]=[C:2]1[C@@H:6]([NH2:14])[CH2:7][C:8]1[CH:13]=[CH:12][CH:11]=[CH:10][CH:9]=1.[F:15][C:16]([F:31])([F:30])[C:17]1[C:25]2[CH2:24][CH2:23][CH2:22][CH2:21][C:20]=2[N:19]([CH2:26][C:27](O)=[O:28])[N:18]=1.CN(C(ON1N=NC2C=CC=NC1=2)=[N+](C)C)C.F[P-](F)(F)(F)(F)F.C(N(C(C)C)CC)(C)C, predict the reaction product. The product is: [NH:1]1[CH:5]=[CH:4][N:3]=[C:2]1[C@@H:6]([NH:14][C:27](=[O:28])[CH2:26][N:19]1[C:20]2[CH2:21][CH2:22][CH2:23][CH2:24][C:25]=2[C:17]([C:16]([F:30])([F:15])[F:31])=[N:18]1)[CH2:7][C:8]1[CH:9]=[CH:10][CH:11]=[CH:12][CH:13]=1. (4) Given the reactants [F:1][C:2]([F:11])([F:10])[C:3]1[CH:8]=[CH:7][CH:6]=[CH:5][C:4]=1[OH:9].[CH:12]#[C:13][CH2:14]Br.C([O-])([O-])=O.[K+].[K+], predict the reaction product. The product is: [CH2:14]([O:9][C:4]1[CH:5]=[CH:6][CH:7]=[CH:8][C:3]=1[C:2]([F:10])([F:11])[F:1])[C:13]#[CH:12]. (5) The product is: [CH2:14]([C:11]1[N:12]([CH3:13])[C:8]([C:6](=[O:7])[C:5]2[CH:21]=[CH:22][C:23]([O:24][CH3:25])=[C:3]([O:2][CH3:1])[CH:4]=2)=[C:9]([CH3:20])[CH:10]=1)[CH3:15].[CH2:11]([CH2:14][C:15]([O-:17])=[O:16])[CH2:10][CH3:9]. Given the reactants [CH3:1][O:2][C:3]1[CH:4]=[C:5]([CH:21]=[CH:22][C:23]=1[O:24][CH3:25])[C:6]([C:8]1[N:12]([CH3:13])[C:11]([CH2:14][C:15]([O:17]CC)=[O:16])=[CH:10][C:9]=1[CH3:20])=[O:7].C(I)CC, predict the reaction product.